This data is from Reaction yield outcomes from USPTO patents with 853,638 reactions. The task is: Predict the reaction yield, written as a fraction of the theoretical maximum amount of product (1.0 means a 100% yield; for example, 0.34 means a 34% yield). (1) The reactants are [NH2:1][CH2:2][CH2:3][CH2:4][CH2:5][CH2:6][C:7](=[O:29])[CH2:8][S:9][C:10]([C:23]1[CH:28]=[CH:27][CH:26]=[CH:25][CH:24]=1)([C:17]1[CH:22]=[CH:21][CH:20]=[CH:19][CH:18]=1)[C:11]1[CH:16]=[CH:15][CH:14]=[CH:13][CH:12]=1.[C:30]1([N:36]=[C:37]=[O:38])[CH:35]=[CH:34][CH:33]=[CH:32][CH:31]=1. The catalyst is ClCCl. The product is [O:29]=[C:7]([CH2:8][S:9][C:10]([C:11]1[CH:12]=[CH:13][CH:14]=[CH:15][CH:16]=1)([C:17]1[CH:18]=[CH:19][CH:20]=[CH:21][CH:22]=1)[C:23]1[CH:28]=[CH:27][CH:26]=[CH:25][CH:24]=1)[CH2:6][CH2:5][CH2:4][CH2:3][CH2:2][NH:1][C:37]([NH:36][C:30]1[CH:35]=[CH:34][CH:33]=[CH:32][CH:31]=1)=[O:38]. The yield is 0.930. (2) The reactants are Cl[CH2:2][C:3]1[CH:4]=[C:5]([CH:27]=[CH:28][N:29]=1)[C:6]([NH:8][C:9]1[S:10][C:11]2[C:17]([CH:18]3[CH2:24][O:23][CH2:22][CH2:21][O:20][CH2:19]3)=[CH:16][CH:15]=[C:14]([O:25][CH3:26])[C:12]=2[N:13]=1)=[O:7].N1CCCC1.[CH3:35][O:36][CH2:37][CH2:38][N:39](CC1C=C(C=CN=1)C(NC1SC2[C:40]([N:39]3C[CH2:35][O:36][CH2:37][CH2:38]3)=CC=C(OC)C=2N=1)=O)[CH3:40]. No catalyst specified. The product is [O:23]1[CH2:24][CH:18]([C:17]2[C:11]3[S:10][C:9]([NH:8][C:6](=[O:7])[C:5]4[CH:27]=[CH:28][N:29]=[C:3]([CH2:2][N:39]([CH2:38][CH2:37][O:36][CH3:35])[CH3:40])[CH:4]=4)=[N:13][C:12]=3[C:14]([O:25][CH3:26])=[CH:15][CH:16]=2)[CH2:19][O:20][CH2:21][CH2:22]1. The yield is 0.560. (3) The reactants are [CH:1]1[C:14]2[C:15]3=[C:16]4[C:11](=[CH:12][CH:13]=2)[CH:10]=[CH:9][CH:8]=[C:7]4[CH:6]=[CH:5][C:4]3=[CH:3][CH:2]=1.I([O-])(=O)(=O)=[O:18].[Na+].C(Cl)Cl.C(#N)C.[OH2:29]. The catalyst is [Ru](Cl)(Cl)Cl. The product is [CH:8]1[C:7]2[C:16]3=[C:15]4[C:4](=[CH:5][CH:6]=2)[CH:3]=[CH:2][CH:1]=[C:14]4[C:13](=[O:29])[C:12](=[O:18])[C:11]3=[CH:10][CH:9]=1. The yield is 0.230.